Task: Predict the reaction yield, written as a fraction of the theoretical maximum amount of product (1.0 means a 100% yield; for example, 0.34 means a 34% yield).. Dataset: Reaction yield outcomes from USPTO patents with 853,638 reactions The reactants are [Cl:1][C:2]1[O:13][C:5]2=[C:6]([NH:11][CH3:12])[N:7]=[CH:8][C:9](I)=[C:4]2[CH:3]=1.[Si:14]([O:21][CH:22]1[CH2:27][CH2:26][CH:25]([N:28]2[CH:32]=[C:31](B3OC(C)(C)C(C)(C)O3)[CH:30]=[N:29]2)[CH2:24][CH2:23]1)([C:17]([CH3:20])([CH3:19])[CH3:18])([CH3:16])[CH3:15].C(=O)([O-])[O-].[K+].[K+]. The catalyst is O1CCOCC1.O.[Pd](Cl)Cl.C1(P(C2C=CC=CC=2)[C-]2C=CC=C2)C=CC=CC=1.[C-]1(P(C2C=CC=CC=2)C2C=CC=CC=2)C=CC=C1.[Fe+2]. The product is [Si:14]([O:21][C@H:22]1[CH2:27][CH2:26][C@H:25]([N:28]2[CH:32]=[C:31]([C:9]3[CH:8]=[N:7][C:6]([NH:11][CH3:12])=[C:5]4[O:13][C:2]([Cl:1])=[CH:3][C:4]=34)[CH:30]=[N:29]2)[CH2:24][CH2:23]1)([C:17]([CH3:20])([CH3:18])[CH3:19])([CH3:16])[CH3:15]. The yield is 0.820.